Dataset: Forward reaction prediction with 1.9M reactions from USPTO patents (1976-2016). Task: Predict the product of the given reaction. (1) Given the reactants I[C:2]1[C:10](=[O:11])[N:9]2[C:5]([N:6]([CH3:16])[C:7]3[CH:15]=[CH:14][CH:13]=[CH:12][C:8]=32)=[N:4][C:3]=1[CH3:17].[F:18][C:19]([F:31])([F:30])[O:20][C:21]1[CH:26]=[CH:25][C:24](B(O)O)=[CH:23][CH:22]=1.C([O-])([O-])=O.[Na+].[Na+].FC1C=C(C2C(=O)N3C=CSC3=NC=2C)C=C(F)C=1, predict the reaction product. The product is: [CH3:17][C:3]1[N:4]=[C:5]2[N:9]([C:10](=[O:11])[C:2]=1[C:24]1[CH:23]=[CH:22][C:21]([O:20][C:19]([F:18])([F:30])[F:31])=[CH:26][CH:25]=1)[C:8]1[CH:12]=[CH:13][CH:14]=[CH:15][C:7]=1[N:6]2[CH3:16]. (2) Given the reactants [ClH:1].C([N:9]1[CH2:18][CH2:17][C:16]2[N:15]=[C:14]([C:19]([O:21][CH3:22])=[O:20])[CH:13]=[CH:12][C:11]=2[CH2:10]1)C1C=CC=CC=1, predict the reaction product. The product is: [ClH:1].[N:15]1[C:16]2[CH2:17][CH2:18][NH:9][CH2:10][C:11]=2[CH:12]=[CH:13][C:14]=1[C:19]([O:21][CH3:22])=[O:20]. (3) Given the reactants [CH2:1]([O:3][C:4]([C:6]1[NH:7][C:8]2[C:13]([C:14]=1Br)=[CH:12][C:11]([NH:16][S:17]([C:20]1[CH:25]=[CH:24][C:23]([C:26]([CH3:29])([CH3:28])[CH3:27])=[CH:22][CH:21]=1)(=[O:19])=[O:18])=[CH:10][CH:9]=2)=[O:5])[CH3:2].[C:30]1([CH3:39])[CH:35]=[CH:34][CH:33]=[C:32](B(O)O)[CH:31]=1, predict the reaction product. The product is: [CH2:1]([O:3][C:4]([C:6]1[NH:7][C:8]2[C:13]([C:14]=1[C:32]1[CH:33]=[CH:34][CH:35]=[C:30]([CH3:39])[CH:31]=1)=[CH:12][C:11]([NH:16][S:17]([C:20]1[CH:25]=[CH:24][C:23]([C:26]([CH3:29])([CH3:28])[CH3:27])=[CH:22][CH:21]=1)(=[O:19])=[O:18])=[CH:10][CH:9]=2)=[O:5])[CH3:2]. (4) Given the reactants [NH2:1][C:2]1[S:3][C:4]([C:8]([O:10][CH2:11][CH3:12])=[O:9])=[C:5]([CH3:7])[N:6]=1.Cl[CH2:14][CH2:15][N:16]=[C:17]=[O:18].C(=O)([O-])[O-].[K+].[K+], predict the reaction product. The product is: [CH3:7][C:5]1[N:6]=[C:2]([N:1]2[CH2:14][CH2:15][NH:16][C:17]2=[O:18])[S:3][C:4]=1[C:8]([O:10][CH2:11][CH3:12])=[O:9].